Dataset: Full USPTO retrosynthesis dataset with 1.9M reactions from patents (1976-2016). Task: Predict the reactants needed to synthesize the given product. (1) Given the product [C:1]([O:5][CH2:6][NH:8][C@@H:9]([CH2:47][C:48]1[CH:53]=[CH:52][CH:51]=[CH:50][CH:49]=1)[C@@H:10]([OH:39])[CH2:11][C@@H:12]([NH:28][C:29](=[O:38])[O:30][CH2:31][C:32]1[CH:37]=[CH:36][CH:35]=[CH:34][CH:33]=1)[CH2:13][C:14]1[CH:19]=[CH:18][C:17]([C:20]2[CH:25]=[CH:24][CH:23]=[C:22]([O:26][CH3:27])[N:21]=2)=[CH:16][CH:15]=1)([CH3:4])([CH3:2])[CH3:3], predict the reactants needed to synthesize it. The reactants are: [C:1]([O:5][C:6]([NH:8][C@@H:9]([CH2:47][C:48]1[CH:53]=[CH:52][CH:51]=[CH:50][CH:49]=1)[C@@H:10]([O:39][Si](C(C)(C)C)(C)C)[CH2:11][C@@H:12]([NH:28][C:29](=[O:38])[O:30][CH2:31][C:32]1[CH:37]=[CH:36][CH:35]=[CH:34][CH:33]=1)[CH2:13][C:14]1[CH:19]=[CH:18][C:17]([C:20]2[CH:25]=[CH:24][CH:23]=[C:22]([O:26][CH3:27])[N:21]=2)=[CH:16][CH:15]=1)=O)([CH3:4])([CH3:3])[CH3:2].CCCC[N+](CCCC)(CCCC)CCCC.[F-]. (2) Given the product [Br:1][C:2]1[CH:7]=[C:6]([O:8][CH3:9])[CH:5]=[C:4]([Br:10])[CH:3]=1, predict the reactants needed to synthesize it. The reactants are: [Br:1][C:2]1[CH:7]=[C:6]([O:8][CH3:9])[CH:5]=[C:4]([Br:10])[C:3]=1N.S(=O)(=O)(O)O.O[PH2]=O.N([O-])=O.[Na+]. (3) Given the product [CH3:3][O:4][C:5](=[O:16])[C:6]1[CH:11]=[CH:10][CH:9]=[C:8]([CH:12]([OH:15])[CH2:13][CH3:14])[CH:7]=1, predict the reactants needed to synthesize it. The reactants are: [BH4-].[Na+].[CH3:3][O:4][C:5](=[O:16])[C:6]1[CH:11]=[CH:10][CH:9]=[C:8]([C:12](=[O:15])[CH2:13][CH3:14])[CH:7]=1.